This data is from Full USPTO retrosynthesis dataset with 1.9M reactions from patents (1976-2016). The task is: Predict the reactants needed to synthesize the given product. (1) Given the product [O:4]1[CH2:5][CH2:6][N:1]([C:14]2[N:19]=[C:18]([O:20][C:21]3[CH:48]=[CH:47][CH:46]=[CH:45][C:22]=3[CH2:23][NH:24][C:25]([NH:27][C:28]3[N:32]([C:33]4[CH:38]=[CH:37][C:36]([O:39][CH3:40])=[CH:35][CH:34]=4)[N:31]=[C:30]([C:41]([CH3:42])([CH3:43])[CH3:44])[CH:29]=3)=[O:26])[CH:17]=[CH:16][N:15]=2)[CH2:2][CH2:3]1, predict the reactants needed to synthesize it. The reactants are: [NH:1]1[CH2:6][CH2:5][O:4][CH2:3][CH2:2]1.C(=O)([O-])[O-].[Na+].[Na+].Cl[C:14]1[N:19]=[C:18]([O:20][C:21]2[CH:48]=[CH:47][CH:46]=[CH:45][C:22]=2[CH2:23][NH:24][C:25]([NH:27][C:28]2[N:32]([C:33]3[CH:38]=[CH:37][C:36]([O:39][CH3:40])=[CH:35][CH:34]=3)[N:31]=[C:30]([C:41]([CH3:44])([CH3:43])[CH3:42])[CH:29]=2)=[O:26])[CH:17]=[CH:16][N:15]=1. (2) Given the product [NH:33]1[C:21]([C:18]2[CH:19]=[C:20]3[C:15](=[CH:16][CH:17]=2)[NH:14][N:13]=[C:12]3[C:9]2[CH:10]=[CH:11][C:6]([O:5][CH2:4][CH2:3][N:2]([CH3:24])[CH3:1])=[CH:7][CH:8]=2)=[N:23][CH:30]=[N:28]1, predict the reactants needed to synthesize it. The reactants are: [CH3:1][N:2]([CH3:24])[CH2:3][CH2:4][O:5][C:6]1[CH:11]=[CH:10][C:9]([C:12]2[C:20]3[C:15](=[CH:16][CH:17]=[C:18]([C:21]([NH2:23])=O)[CH:19]=3)[NH:14][N:13]=2)=[CH:8][CH:7]=1.COC(OC)[N:28]([CH3:30])C.[NH2:33]N. (3) Given the product [NH:1]1[C:10](=[O:11])[C:9]2[NH:8][C:7](=[O:20])[NH:6][C:5]=2[NH:4][C:2]1=[O:3], predict the reactants needed to synthesize it. The reactants are: [NH:1]1[C:10](=[O:11])[C:9]2[NH:8][CH:7]=[N:6][C:5]=2[NH:4][C:2]1=[O:3].C1(CS(F)(=O)=[O:20])C=CC=CC=1.C(S)[C@@H](O)[C@H](O)CS. (4) Given the product [CH:2]([C:4]1[CH:9]=[CH:8][C:7]([S:10]([Cl:16])(=[O:13])=[O:11])=[CH:6][CH:5]=1)=[CH2:3], predict the reactants needed to synthesize it. The reactants are: [Na+].[CH:2]([C:4]1[CH:9]=[CH:8][C:7]([S:10]([O-:13])(=O)=[O:11])=[CH:6][CH:5]=1)=[CH2:3].S(Cl)([Cl:16])=O. (5) Given the product [Cl:14][C:5]1[CH:4]=[CH:3][C:2]([B:15]2[O:20][CH2:19][C:18]([CH3:22])([CH3:21])[CH2:17][O:16]2)=[CH:7][C:6]=1[C:8]1[CH:9]=[N:10][CH:11]=[CH:12][CH:13]=1, predict the reactants needed to synthesize it. The reactants are: Br[C:2]1[CH:3]=[CH:4][C:5]([Cl:14])=[C:6]([C:8]2[CH:9]=[N:10][CH:11]=[CH:12][CH:13]=2)[CH:7]=1.[B:15]1([B:15]2[O:20][CH2:19][C:18]([CH3:22])([CH3:21])[CH2:17][O:16]2)[O:20][CH2:19][C:18]([CH3:22])([CH3:21])[CH2:17][O:16]1. (6) Given the product [C:1]1([C:7](=[N:14][CH:15]([C:22]2[CH:27]=[CH:26][C:25]([C:28]([F:30])([F:31])[F:29])=[C:24]([F:32])[CH:23]=2)[C:16]([O:18][CH2:19][CH3:20])=[O:17])[C:8]2[CH:9]=[CH:10][CH:11]=[CH:12][CH:13]=2)[CH:2]=[CH:3][CH:4]=[CH:5][CH:6]=1, predict the reactants needed to synthesize it. The reactants are: [C:1]1([C:7](=[N:14][CH2:15][C:16]([O:18][CH2:19][CH3:20])=[O:17])[C:8]2[CH:13]=[CH:12][CH:11]=[CH:10][CH:9]=2)[CH:6]=[CH:5][CH:4]=[CH:3][CH:2]=1.Br[C:22]1[CH:27]=[CH:26][C:25]([C:28]([F:31])([F:30])[F:29])=[C:24]([F:32])[CH:23]=1.P([O-])([O-])([O-])=O.[K+].[K+].[K+].O. (7) The reactants are: [CH2:1]([C:4]1[N:5]([CH2:17][CH2:18][CH2:19][C:20](=[O:27])[CH2:21][CH2:22][CH2:23][CH2:24][CH2:25][CH3:26])[C:6]2[C:15]3[CH:14]=[CH:13][CH:12]=[CH:11][C:10]=3[N:9]=[CH:8][C:7]=2[N:16]=1)[CH2:2][CH3:3].C1C=C(Cl)C=C(C(OO)=[O:36])C=1. Given the product [O-:36][N+:9]1[C:10]2[CH:11]=[CH:12][CH:13]=[CH:14][C:15]=2[C:6]2[N:5]([CH2:17][CH2:18][CH2:19][C:20](=[O:27])[CH2:21][CH2:22][CH2:23][CH2:24][CH2:25][CH3:26])[C:4]([CH2:1][CH2:2][CH3:3])=[N:16][C:7]=2[CH:8]=1, predict the reactants needed to synthesize it.